Dataset: Forward reaction prediction with 1.9M reactions from USPTO patents (1976-2016). Task: Predict the product of the given reaction. (1) Given the reactants [CH2:1]([O:5][C:6]1[N:14]=[C:13]2[C:9]([N:10]=[C:11]([O:23][CH3:24])[N:12]2[CH2:15][C:16]2[CH:21]=[CH:20][C:19]([OH:22])=[CH:18][CH:17]=2)=[C:8]([NH2:25])[N:7]=1)[CH2:2][CH2:3][CH3:4].Br[CH2:27][CH2:28][CH2:29][N:30]1[C:34](=[O:35])[C:33]2=[CH:36][CH:37]=[CH:38][CH:39]=[C:32]2[C:31]1=[O:40].C(=O)([O-])[O-].[K+].[K+].[I-].[K+], predict the reaction product. The product is: [CH2:1]([O:5][C:6]1[N:14]=[C:13]2[C:9]([N:10]=[C:11]([O:23][CH3:24])[N:12]2[CH2:15][C:16]2[CH:21]=[CH:20][C:19]([O:22][CH2:27][CH2:28][CH2:29][N:30]3[C:34](=[O:35])[C:33]4=[CH:36][CH:37]=[CH:38][CH:39]=[C:32]4[C:31]3=[O:40])=[CH:18][CH:17]=2)=[C:8]([NH2:25])[N:7]=1)[CH2:2][CH2:3][CH3:4]. (2) Given the reactants [CH2:1]([O:3][C:4]([N:6]1[CH2:22][CH2:21][C:10]2[C:11]3[CH:12](O)[C:13]([F:19])([F:18])[CH2:14][C:15]=3[CH:16]=[CH:17][C:9]=2[CH2:8][CH2:7]1)=[O:5])[CH3:2].N1C=CC=CC=1.O=S(Cl)[Cl:31], predict the reaction product. The product is: [CH2:1]([O:3][C:4]([N:6]1[CH2:22][CH2:21][C:10]2[C:11]3[CH:12]([Cl:31])[C:13]([F:19])([F:18])[CH2:14][C:15]=3[CH:16]=[CH:17][C:9]=2[CH2:8][CH2:7]1)=[O:5])[CH3:2]. (3) Given the reactants O[C:2]1[C:11]2[C:6](=[CH:7][C:8]([O:12][CH3:13])=[CH:9][CH:10]=2)[N:5]=[CH:4][C:3]=1[C:14]([O:16][CH2:17][CH3:18])=[O:15].[OH-].[Na+].O=P(Cl)(Cl)[Cl:23], predict the reaction product. The product is: [Cl:23][C:2]1[C:11]2[C:6](=[CH:7][C:8]([O:12][CH3:13])=[CH:9][CH:10]=2)[N:5]=[CH:4][C:3]=1[C:14]([O:16][CH2:17][CH3:18])=[O:15]. (4) Given the reactants C(N[CH:5]([CH3:7])[CH3:6])(C)C.C([Li])CCC.[CH2:13]([O:15][C:16]([CH:18]1[CH2:23][CH2:22][CH2:21][C:20](=[O:24])[CH2:19]1)=[O:17])[CH3:14].C(Br)C=C.C1C[O:32][CH2:31][CH2:30]1, predict the reaction product. The product is: [CH2:13]([O:15][C:16]([C:18]1([CH2:7][CH:5]=[CH2:6])[CH2:23][CH2:22][CH2:21][C:20]2([O:32][CH2:31][CH2:30][O:24]2)[CH2:19]1)=[O:17])[CH3:14]. (5) Given the reactants [Na].C(O[C:5](=[O:11])[C:6]([O:8][CH2:9][CH3:10])=[O:7])C.[CH2:12]([N:19]1[CH2:24][CH2:23][C:22](=[O:25])[CH2:21][CH2:20]1)[C:13]1[CH:18]=[CH:17][CH:16]=[CH:15][CH:14]=1, predict the reaction product. The product is: [CH2:9]([O:8][C:6](=[O:7])[C:5]([CH:23]1[C:22](=[O:25])[CH2:21][CH2:20][N:19]([CH2:12][C:13]2[CH:18]=[CH:17][CH:16]=[CH:15][CH:14]=2)[CH2:24]1)=[O:11])[CH3:10].